From a dataset of Catalyst prediction with 721,799 reactions and 888 catalyst types from USPTO. Predict which catalyst facilitates the given reaction. Reactant: Cl[C:2]([O:4][CH:5]([CH3:7])[CH3:6])=[O:3].[C:8]([C:10]1[CH:11]=[N:12][CH:13]=[CH:14][C:15]=1[C:16]1[CH:33]=[CH:32][C:19]([C:20]([N:22]([CH:29]2[CH2:31][CH2:30]2)[CH:23]2[CH2:28][CH2:27][NH:26][CH2:25][CH2:24]2)=[O:21])=[CH:18][CH:17]=1)#[N:9].C(N(CC)CC)C. Product: [CH:5]([O:4][C:2]([N:26]1[CH2:25][CH2:24][CH:23]([N:22]([C:20](=[O:21])[C:19]2[CH:18]=[CH:17][C:16]([C:15]3[CH:14]=[CH:13][N:12]=[CH:11][C:10]=3[C:8]#[N:9])=[CH:33][CH:32]=2)[CH:29]2[CH2:31][CH2:30]2)[CH2:28][CH2:27]1)=[O:3])([CH3:7])[CH3:6]. The catalyst class is: 46.